Dataset: Catalyst prediction with 721,799 reactions and 888 catalyst types from USPTO. Task: Predict which catalyst facilitates the given reaction. (1) Reactant: [Cl:1][C:2]1[CH:7]=[CH:6][C:5]([NH2:8])=[CH:4][C:3]=1[C:9]1[S:10][C:11]2[CH:17]=[CH:16][C:15]([C:18]([F:21])([F:20])[F:19])=[CH:14][C:12]=2[N:13]=1.N1C=CC=CC=1.Cl[C:29]([O:31][CH2:32][C:33]#[CH:34])=[O:30]. Product: [CH2:32]([O:31][C:29](=[O:30])[NH:8][C:5]1[CH:6]=[CH:7][C:2]([Cl:1])=[C:3]([C:9]2[S:10][C:11]3[CH:17]=[CH:16][C:15]([C:18]([F:19])([F:21])[F:20])=[CH:14][C:12]=3[N:13]=2)[CH:4]=1)[C:33]#[CH:34]. The catalyst class is: 22. (2) Reactant: [CH:1]1[N:5]=[C:4]([CH:6]2[CH2:11][CH2:10][CH2:9][N:8]([C:12]3[N:17]=[C:16]([NH2:18])[C:15]([N+:19]([O-])=O)=[CH:14][CH:13]=3)[CH2:7]2)[N:3]2[CH2:22][CH2:23][CH2:24][C:2]=12.O.[Cl-:26].[Ca+2].[Cl-]. Product: [ClH:26].[CH:1]1[N:5]=[C:4]([CH:6]2[CH2:11][CH2:10][CH2:9][N:8]([C:12]3[N:17]=[C:16]([NH2:18])[C:15]([NH2:19])=[CH:14][CH:13]=3)[CH2:7]2)[N:3]2[CH2:22][CH2:23][CH2:24][C:2]=12. The catalyst class is: 186. (3) Reactant: [CH3:1][S:2](Cl)(=[O:4])=[O:3].[Cl:6][C:7]1[C:8]([CH2:17][O:18][C:19]2[CH:28]=[CH:27][C:26]3[CH2:25][C:24]([CH3:30])([CH3:29])[CH2:23][CH2:22][C:21]=3[CH:20]=2)=[CH:9][C:10]2[O:14][N:13]=[C:12]([NH2:15])[C:11]=2[CH:16]=1.C(N(CC)CC)C. Product: [Cl:6][C:7]1[C:8]([CH2:17][O:18][C:19]2[CH:28]=[CH:27][C:26]3[CH2:25][C:24]([CH3:30])([CH3:29])[CH2:23][CH2:22][C:21]=3[CH:20]=2)=[CH:9][C:10]2[O:14][N:13]=[C:12]([NH:15][S:2]([CH3:1])(=[O:4])=[O:3])[C:11]=2[CH:16]=1. The catalyst class is: 2. (4) Reactant: [C:1]([N:4]1[C:13]2[C:8](=[CH:9][C:10]([C:14]([O:16]CC)=[O:15])=[CH:11][CH:12]=2)[C@H:7]([NH:19][C:20]2[CH:25]=[CH:24][CH:23]=[CH:22][N:21]=2)[C@@H:6]([CH3:26])[C@@H:5]1[CH:27]1[CH2:29][CH2:28]1)(=[O:3])[CH3:2].O.[OH-].[Li+]. Product: [C:1]([N:4]1[C:13]2[C:8](=[CH:9][C:10]([C:14]([OH:16])=[O:15])=[CH:11][CH:12]=2)[C@H:7]([NH:19][C:20]2[CH:25]=[CH:24][CH:23]=[CH:22][N:21]=2)[C@@H:6]([CH3:26])[C@@H:5]1[CH:27]1[CH2:28][CH2:29]1)(=[O:3])[CH3:2]. The catalyst class is: 30. (5) Reactant: [Cl:1][C:2]1[CH:7]=[CH:6][N:5]=[C:4]([NH:8][C@@H:9]([CH2:12][O:13][CH3:14])[CH2:10][CH3:11])[C:3]=1[NH2:15].[C:16](OC)(=[O:20])[C:17]([CH3:19])=O. Product: [Cl:1][C:2]1[C:3]2[N:15]=[C:17]([CH3:19])[C:16](=[O:20])[N:8]([C@@H:9]([CH2:12][O:13][CH3:14])[CH2:10][CH3:11])[C:4]=2[N:5]=[CH:6][CH:7]=1. The catalyst class is: 114.